This data is from Forward reaction prediction with 1.9M reactions from USPTO patents (1976-2016). The task is: Predict the product of the given reaction. Given the reactants Cl.[NH2:2][C:3]1[N:7]([C:8]2[CH:9]=[CH:10][C:11]([CH3:15])=[C:12]([OH:14])[CH:13]=2)[N:6]=[C:5]([C:16]([CH3:19])([CH3:18])[CH3:17])[CH:4]=1.[Si:20](Cl)([C:23]([CH3:26])([CH3:25])[CH3:24])([CH3:22])[CH3:21], predict the reaction product. The product is: [C:16]([C:5]1[CH:4]=[C:3]([NH2:2])[N:7]([C:8]2[CH:9]=[CH:10][C:11]([CH3:15])=[C:12]([O:14][Si:20]([C:23]([CH3:26])([CH3:25])[CH3:24])([CH3:22])[CH3:21])[CH:13]=2)[N:6]=1)([CH3:19])([CH3:18])[CH3:17].